Dataset: Forward reaction prediction with 1.9M reactions from USPTO patents (1976-2016). Task: Predict the product of the given reaction. (1) Given the reactants [C:1]1([CH2:7][OH:8])[CH:6]=[CH:5][CH:4]=[CH:3][CH:2]=1.[CH3:9][C:10]1([CH3:26])[C:14]([CH3:16])([CH3:15])[O:13][B:12]([B:12]2[O:13][C:14]([CH3:16])([CH3:15])[C:10]([CH3:26])([CH3:9])[O:11]2)[O:11]1.Cl[CH2:28]Cl.C([O-])(=O)C.[K+], predict the reaction product. The product is: [CH3:9][C:10]1([CH3:26])[C:14]([CH3:16])([CH3:15])[O:13][B:12]([C:4]2[CH:5]=[CH:6][C:1]([CH:7]([OH:8])[CH3:28])=[CH:2][CH:3]=2)[O:11]1. (2) The product is: [CH2:35]([N:4]1[CH2:5][CH2:6][N:1]([C:7]2[CH:8]=[CH:9][C:10]([NH:13][C:14]([C:16]3[CH2:21][CH2:20][CH2:19][CH2:18][C:17]=3[C:22]3[CH:23]=[CH:24][C:25]([C:28]([F:29])([F:31])[F:30])=[CH:26][CH:27]=3)=[O:15])=[CH:11][CH:12]=2)[CH2:2][CH2:3]1)[CH:34]=[CH2:33]. Given the reactants [N:1]1([C:7]2[CH:12]=[CH:11][C:10]([NH:13][C:14]([C:16]3[CH2:21][CH2:20][CH2:19][CH2:18][C:17]=3[C:22]3[CH:27]=[CH:26][C:25]([C:28]([F:31])([F:30])[F:29])=[CH:24][CH:23]=3)=[O:15])=[CH:9][CH:8]=2)[CH2:6][CH2:5][NH:4][CH2:3][CH2:2]1.Cl[CH2:33][CH:34]=[CH2:35].C(=O)([O-])[O-].[Cs+].[Cs+].O, predict the reaction product. (3) The product is: [CH3:38][N:17]([CH:18]([C:21]1[C:22]([CH3:37])=[N:23][C:24]([C:27]2[CH:32]=[CH:31][CH:30]=[C:29]([C:33]([F:34])([F:36])[F:35])[CH:28]=2)=[CH:25][CH:26]=1)[CH2:19][CH3:20])[C:10]1[C:11]2[C:16](=[CH:15][CH:14]=[CH:13][CH:12]=2)[C:7]([O:6][CH2:5][C:4]([OH:39])=[O:3])=[CH:8][CH:9]=1. Given the reactants C([O:3][C:4](=[O:39])[CH2:5][O:6][C:7]1[C:16]2[C:11](=[CH:12][CH:13]=[CH:14][CH:15]=2)[C:10]([N:17]([CH3:38])[CH:18]([C:21]2[C:22]([CH3:37])=[N:23][C:24]([C:27]3[CH:32]=[CH:31][CH:30]=[C:29]([C:33]([F:36])([F:35])[F:34])[CH:28]=3)=[CH:25][CH:26]=2)[CH2:19][CH3:20])=[CH:9][CH:8]=1)C.[OH-].[Na+].Cl, predict the reaction product. (4) The product is: [CH3:29][N:2]([CH3:1])[C:3]1([C:22]2[CH:27]=[CH:26][CH:25]=[C:24]([F:28])[CH:23]=2)[CH2:4][CH2:5][C:6]([CH2:10][CH2:11][CH2:12][C:13]2[C:34]3[C:32](=[CH:31][CH:37]=[CH:36][CH:35]=3)[NH:33][C:14]=2[Si:15]([CH2:20][CH3:21])([CH2:16][CH3:17])[CH2:18][CH3:19])([OH:9])[CH2:7][CH2:8]1. Given the reactants [CH3:1][N:2]([CH3:29])[C:3]1([C:22]2[CH:27]=[CH:26][CH:25]=[C:24]([F:28])[CH:23]=2)[CH2:8][CH2:7][C:6]([CH2:10][CH2:11][CH2:12][C:13]#[C:14][Si:15]([CH2:20][CH3:21])([CH2:18][CH3:19])[CH2:16][CH3:17])([OH:9])[CH2:5][CH2:4]1.I[C:31]1[CH:37]=[CH:36][CH:35]=[CH:34][C:32]=1[NH2:33].C(=O)([O-])[O-].[Na+].[Na+], predict the reaction product. (5) Given the reactants [CH3:1][C@@H:2]1[C@@H:7]([NH:8][C:9]([CH:11]2[CH2:15][CH2:14][S:13](=[O:17])(=[O:16])[N:12]2[CH2:18][C:19]2[CH:24]=[CH:23][CH:22]=[C:21]([C:25]#N)[CH:20]=2)=[O:10])[CH2:6][C@H:5]2[CH2:27][C@@H:3]1[C:4]2([CH3:29])[CH3:28].O.P(P([O-])([O-])=O)([O-])([O-])=[O:32].[Na+].[Na+].[Na+].[Na+], predict the reaction product. The product is: [CH3:1][C@@H:2]1[C@@H:7]([NH:8][C:9]([CH:11]2[CH2:15][CH2:14][S:13](=[O:17])(=[O:16])[N:12]2[CH2:18][C:19]2[CH:24]=[CH:23][CH:22]=[C:21]([CH:25]=[O:32])[CH:20]=2)=[O:10])[CH2:6][C@H:5]2[CH2:27][C@@H:3]1[C:4]2([CH3:29])[CH3:28].